This data is from Forward reaction prediction with 1.9M reactions from USPTO patents (1976-2016). The task is: Predict the product of the given reaction. Given the reactants [Cl:1][C:2]1[CH:7]=[CH:6][C:5]([N:8]2[C:12]([CH3:13])=[C:11]([C:14]([NH:16][CH2:17][C:18]([CH:20]3[CH2:25][CH2:24][CH2:23][CH2:22][CH2:21]3)=O)=O)[N:10]=[C:9]2[C:26]2[CH:31]=[CH:30][C:29]([Cl:32])=[CH:28][C:27]=2[Cl:33])=[CH:4][CH:3]=1.COC1C=CC(P2(SP(C3C=CC(OC)=CC=3)(=S)S2)=[S:43])=CC=1, predict the reaction product. The product is: [Cl:1][C:2]1[CH:7]=[CH:6][C:5]([N:8]2[C:12]([CH3:13])=[C:11]([C:14]3[S:43][C:18]([CH:20]4[CH2:25][CH2:24][CH2:23][CH2:22][CH2:21]4)=[CH:17][N:16]=3)[N:10]=[C:9]2[C:26]2[CH:31]=[CH:30][C:29]([Cl:32])=[CH:28][C:27]=2[Cl:33])=[CH:4][CH:3]=1.